Dataset: Peptide-MHC class I binding affinity with 185,985 pairs from IEDB/IMGT. Task: Regression. Given a peptide amino acid sequence and an MHC pseudo amino acid sequence, predict their binding affinity value. This is MHC class I binding data. (1) The peptide sequence is LNEQLIYTY. The MHC is HLA-A01:01 with pseudo-sequence HLA-A01:01. The binding affinity (normalized) is 0.149. (2) The peptide sequence is KTRLFRSPQV. The MHC is HLA-A02:01 with pseudo-sequence HLA-A02:01. The binding affinity (normalized) is 0.181. (3) The peptide sequence is ETKLYKNKSK. The MHC is HLA-A68:01 with pseudo-sequence HLA-A68:01. The binding affinity (normalized) is 0.277.